This data is from Forward reaction prediction with 1.9M reactions from USPTO patents (1976-2016). The task is: Predict the product of the given reaction. (1) Given the reactants [F:1][C:2]1[CH:25]=[CH:24][CH:23]=[CH:22][C:3]=1[CH2:4][N:5]1[C:13]2[C:8](=[CH:9][C:10]([N+:14]([O-])=O)=[CH:11][CH:12]=2)[CH:7]=[C:6]1[C:17]([O:19][CH2:20][CH3:21])=[O:18].C([O-])=O.[NH4+], predict the reaction product. The product is: [NH2:14][C:10]1[CH:9]=[C:8]2[C:13](=[CH:12][CH:11]=1)[N:5]([CH2:4][C:3]1[CH:22]=[CH:23][CH:24]=[CH:25][C:2]=1[F:1])[C:6]([C:17]([O:19][CH2:20][CH3:21])=[O:18])=[CH:7]2. (2) Given the reactants [C:1]([C:9]1[CH:10]=[C:11]([CH:14]=[CH:15][CH:16]=1)[CH:12]=O)(=[O:8])[C:2]1[CH:7]=[CH:6][CH:5]=[CH:4][CH:3]=1.[Cl:17][C:18]1[CH:19]=[C:20]([CH2:24][CH2:25][NH2:26])[CH:21]=[CH:22][CH:23]=1.C(O)(=O)C.C(O[BH-](OC(=O)C)OC(=O)C)(=O)C.[Na+], predict the reaction product. The product is: [Cl:17][C:18]1[CH:19]=[C:20]([CH2:24][CH2:25][NH:26][CH2:12][C:11]2[CH:14]=[CH:15][CH:16]=[C:9]([C:1](=[O:8])[C:2]3[CH:7]=[CH:6][CH:5]=[CH:4][CH:3]=3)[CH:10]=2)[CH:21]=[CH:22][CH:23]=1. (3) Given the reactants [Cl:1][C:2]1[CH:7]=[CH:6][C:5]([C:8]2[N:12]([CH:13]3[CH2:15][CH2:14]3)[C:11](=[O:16])[N:10]([CH2:17][C:18]([NH:20][C:21]([C:26]3[CH:31]=[CH:30][CH:29]=[C:28]([C:32]([F:35])([F:34])[F:33])[CH:27]=3)([CH3:25])[C:22](O)=[O:23])=[O:19])[N:9]=2)=[CH:4][CH:3]=1.C1C=CC2N(O)N=[N:42]C=2C=1.C(Cl)CCl.N, predict the reaction product. The product is: [Cl:1][C:2]1[CH:3]=[CH:4][C:5]([C:8]2[N:12]([CH:13]3[CH2:15][CH2:14]3)[C:11](=[O:16])[N:10]([CH2:17][C:18]([NH:20][C:21]([C:26]3[CH:31]=[CH:30][CH:29]=[C:28]([C:32]([F:35])([F:34])[F:33])[CH:27]=3)([CH3:25])[C:22]([NH2:42])=[O:23])=[O:19])[N:9]=2)=[CH:6][CH:7]=1. (4) Given the reactants C(=O)([O-])[O-].[Cs+].[Cs+].[Br:7][C:8]1[CH:16]=[CH:15][CH:14]=[C:13]2[C:9]=1[C:10]([CH:17]=[O:18])=[CH:11][NH:12]2.I[CH:20]([CH3:22])[CH3:21], predict the reaction product. The product is: [Br:7][C:8]1[CH:16]=[CH:15][CH:14]=[C:13]2[C:9]=1[C:10]([CH:17]=[O:18])=[CH:11][N:12]2[CH:20]([CH3:22])[CH3:21]. (5) Given the reactants Br[C:2]1[CH:7]=[CH:6][C:5]([Cl:8])=[CH:4][C:3]=1[O:9][CH3:10].[Li]C(C)(C)C.[B:16](OC)([O:19]C)[O:17]C, predict the reaction product. The product is: [Cl:8][C:5]1[CH:6]=[CH:7][C:2]([B:16]([OH:19])[OH:17])=[C:3]([O:9][CH3:10])[CH:4]=1. (6) The product is: [F:51][C:45]1[C:46]([F:50])=[CH:47][CH:48]=[CH:49][C:44]=1[C@@H:30]1[CH2:31][CH2:32][C@H:33]([CH2:40][C:41](=[O:43])[N:52]2[CH2:53][CH2:54][CH:55]([N:58]3[C:66]4[C:61](=[N:62][CH:63]=[CH:64][CH:65]=4)[NH:60][C:59]3=[O:67])[CH2:56][CH2:57]2)[C:34]2=[N:35][CH:36]=[CH:37][CH:38]=[C:39]2[C@H:29]1[NH:28][C:26](=[O:27])[O:25][C:21]([CH3:24])([CH3:23])[CH3:22]. Given the reactants CCOP(ON1N=NC2C=CC=CC=2C1=O)(OCC)=O.[C:21]([O:25][C:26]([NH:28][C@@H:29]1[C:39]2[C:34](=[N:35][CH:36]=[CH:37][CH:38]=2)[C@@H:33]([CH2:40][C:41]([OH:43])=O)[CH2:32][CH2:31][C@H:30]1[C:44]1[CH:49]=[CH:48][CH:47]=[C:46]([F:50])[C:45]=1[F:51])=[O:27])([CH3:24])([CH3:23])[CH3:22].[NH:52]1[CH2:57][CH2:56][CH:55]([N:58]2[C:66]3[C:61](=[N:62][CH:63]=[CH:64][CH:65]=3)[NH:60][C:59]2=[O:67])[CH2:54][CH2:53]1.C(N(CC)CC)C, predict the reaction product. (7) Given the reactants [CH:1]([N:4]1[C:8]([C:9]2[N:18]=[C:17]3[N:11]([CH2:12][CH2:13][O:14][C:15]4[CH:22]=[C:21]([S:23][CH:24]5[CH2:29][CH2:28][N:27]([CH:30]([CH3:32])[CH3:31])[CH2:26][CH2:25]5)[CH:20]=[CH:19][C:16]=43)[CH:10]=2)=[N:7][C:6]([CH3:33])=[N:5]1)([CH3:3])[CH3:2].C(O)(C(F)(F)F)=[O:35].C1C=C(Cl)C=C(C(OO)=O)C=1, predict the reaction product. The product is: [CH:1]([N:4]1[C:8]([C:9]2[N:18]=[C:17]3[C:16]4[CH:19]=[CH:20][C:21]([S:23]([CH:24]5[CH2:29][CH2:28][N:27]([CH:30]([CH3:32])[CH3:31])[CH2:26][CH2:25]5)=[O:35])=[CH:22][C:15]=4[O:14][CH2:13][CH2:12][N:11]3[CH:10]=2)=[N:7][C:6]([CH3:33])=[N:5]1)([CH3:3])[CH3:2]. (8) Given the reactants Br[C:2]1[CH:7]=[C:6]([F:8])[C:5]([C:9]([N:11]2[CH2:16][CH2:15][N:14]([C:17]3[CH:22]=[CH:21][C:20]([CH:23]4[CH2:25][CH2:24]4)=[CH:19][N:18]=3)[CH2:13][CH2:12]2)=[O:10])=[C:4]([F:26])[CH:3]=1.[O:27]1[CH2:31][CH:30]=[N:29][C:28]1=[O:32], predict the reaction product. The product is: [CH:23]1([C:20]2[CH:21]=[CH:22][C:17]([N:14]3[CH2:15][CH2:16][N:11]([C:9]([C:5]4[C:6]([F:8])=[CH:7][C:2]([N:29]5[CH2:30][CH2:31][O:27][C:28]5=[O:32])=[CH:3][C:4]=4[F:26])=[O:10])[CH2:12][CH2:13]3)=[N:18][CH:19]=2)[CH2:25][CH2:24]1. (9) Given the reactants [C:1]([C:3]1[C:4]([NH:19][C:20]2[CH:21]=[C:22]([CH:28]=[CH:29][C:30]=2[CH3:31])[C:23]([NH:25][O:26][CH3:27])=[O:24])=[N:5][C:6](S(C)=O)=[N:7][C:8]=1[N:9]([CH2:11][C:12]([CH3:15])([CH3:14])[CH3:13])[CH3:10])#[N:2].[CH3:32][N:33]1[CH2:39][CH2:38][CH2:37][NH:36][CH2:35][CH2:34]1, predict the reaction product. The product is: [C:1]([C:3]1[C:4]([NH:19][C:20]2[CH:21]=[C:22]([CH:28]=[CH:29][C:30]=2[CH3:31])[C:23]([NH:25][O:26][CH3:27])=[O:24])=[N:5][C:6]([N:36]2[CH2:37][CH2:38][CH2:39][N:33]([CH3:32])[CH2:34][CH2:35]2)=[N:7][C:8]=1[N:9]([CH2:11][C:12]([CH3:15])([CH3:14])[CH3:13])[CH3:10])#[N:2].